From a dataset of Forward reaction prediction with 1.9M reactions from USPTO patents (1976-2016). Predict the product of the given reaction. The product is: [I-:16].[CH2:1]([N+:8]1([CH3:15])[CH2:13][CH2:12][C:11](=[O:14])[CH2:10][CH2:9]1)[C:2]1[CH:3]=[CH:4][CH:5]=[CH:6][CH:7]=1. Given the reactants [CH2:1]([N:8]1[CH2:13][CH2:12][C:11](=[O:14])[CH2:10][CH2:9]1)[C:2]1[CH:7]=[CH:6][CH:5]=[CH:4][CH:3]=1.[CH3:15][I:16], predict the reaction product.